This data is from Catalyst prediction with 721,799 reactions and 888 catalyst types from USPTO. The task is: Predict which catalyst facilitates the given reaction. (1) Reactant: [C:1]1([CH:7]([C:14]2[C:22]3[C:17](=[CH:18][C:19]([OH:23])=[CH:20][CH:21]=3)[NH:16][CH:15]=2)[CH2:8][C:9]([O:11][CH2:12][CH3:13])=[O:10])[CH:6]=[CH:5][CH:4]=[CH:3][CH:2]=1.Br[CH2:25][C:26]([O:28][C:29]([CH3:32])([CH3:31])[CH3:30])=[O:27].C(=O)([O-])[O-].[K+].[K+].C1(C)C=CC=CC=1.CC(C)=O. Product: [C:1]1([CH:7]([C:14]2[C:22]3[C:17](=[CH:18][C:19]([O:23][CH2:25][C:26]([O:28][C:29]([CH3:32])([CH3:31])[CH3:30])=[O:27])=[CH:20][CH:21]=3)[NH:16][CH:15]=2)[CH2:8][C:9]([O:11][CH2:12][CH3:13])=[O:10])[CH:6]=[CH:5][CH:4]=[CH:3][CH:2]=1. The catalyst class is: 21. (2) Reactant: [CH2:1]([NH:3][C@H:4]([C:8]1[CH:13]=[CH:12][CH:11]=[CH:10][CH:9]=1)[C:5]([OH:7])=[O:6])[CH3:2].CCN(C(C)C)C(C)C.[C:23](O[C:23]([O:25][C:26]([CH3:29])([CH3:28])[CH3:27])=[O:24])([O:25][C:26]([CH3:29])([CH3:28])[CH3:27])=[O:24]. Product: [C:26]([O:25][C:23]([N:3]([CH2:1][CH3:2])[C@H:4]([C:8]1[CH:13]=[CH:12][CH:11]=[CH:10][CH:9]=1)[C:5]([OH:7])=[O:6])=[O:24])([CH3:29])([CH3:28])[CH3:27]. The catalyst class is: 5. (3) Reactant: [C:1]([O:5][C:6]([N:8]([CH2:21][CH:22]1[CH2:27][CH2:26][N:25]([C:28]([C:30]2[CH:39]=[CH:38][C:33]([C:34]([O:36]C)=[O:35])=[CH:32][CH:31]=2)=[O:29])[CH2:24][CH:23]1[C:40]1[CH:45]=[CH:44][CH:43]=[CH:42][CH:41]=1)[C@@H:9]([C:11]1[C:20]2[C:15](=[CH:16][CH:17]=[CH:18][CH:19]=2)[CH:14]=[CH:13][CH:12]=1)[CH3:10])=[O:7])([CH3:4])([CH3:3])[CH3:2].C1COCC1.[OH-].[Na+].Cl. The catalyst class is: 5. Product: [C:1]([O:5][C:6]([N:8]([CH2:21][CH:22]1[CH2:27][CH2:26][N:25]([C:28]([C:30]2[CH:31]=[CH:32][C:33]([C:34]([OH:36])=[O:35])=[CH:38][CH:39]=2)=[O:29])[CH2:24][CH:23]1[C:40]1[CH:41]=[CH:42][CH:43]=[CH:44][CH:45]=1)[C@@H:9]([C:11]1[C:20]2[C:15](=[CH:16][CH:17]=[CH:18][CH:19]=2)[CH:14]=[CH:13][CH:12]=1)[CH3:10])=[O:7])([CH3:2])([CH3:3])[CH3:4]. (4) Reactant: [C:1]([C:3]1[C:8]([O:9][CH3:10])=[CH:7][C:6]([C:11]2[N:16]=[C:15]([NH:17][CH3:18])[N:14]=[C:13]([N:19]3[C@H:24]([CH3:25])[CH2:23][CH2:22][C@H:21]([C:26]([NH:28][CH2:29][C:30]4[CH:35]=[CH:34][CH:33]=[CH:32][CH:31]=4)=[O:27])[CH2:20]3)[CH:12]=2)=[CH:5][C:4]=1F)#[N:2].[NH2:37][NH2:38]. Product: [NH2:2][C:1]1[C:3]2[C:4](=[CH:5][C:6]([C:11]3[N:16]=[C:15]([NH:17][CH3:18])[N:14]=[C:13]([N:19]4[C@H:24]([CH3:25])[CH2:23][CH2:22][C@H:21]([C:26]([NH:28][CH2:29][C:30]5[CH:35]=[CH:34][CH:33]=[CH:32][CH:31]=5)=[O:27])[CH2:20]4)[CH:12]=3)=[CH:7][C:8]=2[O:9][CH3:10])[NH:38][N:37]=1. The catalyst class is: 8.